Dataset: Forward reaction prediction with 1.9M reactions from USPTO patents (1976-2016). Task: Predict the product of the given reaction. (1) Given the reactants Br[C:2]1[S:3][C:4]([CH3:7])=[CH:5][CH:6]=1.[Li]CCCC.C[O:14][B:15](OC)[O:16]C.Cl, predict the reaction product. The product is: [CH3:7][C:4]1[S:3][C:2]([B:15]([OH:16])[OH:14])=[CH:6][CH:5]=1. (2) Given the reactants [O:1]1[CH2:6][CH2:5][CH:4]([C:7]([OH:9])=O)[CH2:3][CH2:2]1.S(Cl)([Cl:12])=O, predict the reaction product. The product is: [O:1]1[CH2:6][CH2:5][CH:4]([C:7]([Cl:12])=[O:9])[CH2:3][CH2:2]1. (3) Given the reactants [Br:1][C:2]1[CH:3]=[C:4]([C:12](=[O:18])[C:13]([O:15]CC)=[O:14])[CH:5]=[CH:6][C:7]=1[S:8][CH:9]1[CH2:11][CH2:10]1.[OH-].[Na+].O.Cl, predict the reaction product. The product is: [Br:1][C:2]1[CH:3]=[C:4]([C:12](=[O:18])[C:13]([OH:15])=[O:14])[CH:5]=[CH:6][C:7]=1[S:8][CH:9]1[CH2:10][CH2:11]1. (4) Given the reactants [CH3:1][C:2]1[CH:7]=[CH:6][C:5]([NH:8][C:9]2[S:10][CH:11]=[CH:12][N:13]=2)=[CH:4][C:3]=1[OH:14].[C:15]([O-])([O-])=O.[Cs+].[Cs+].[O:21]1[CH:25]=[CH:24][CH:23]=[C:22]1CBr.CCOCC, predict the reaction product. The product is: [O:21]1[CH:25]=[CH:24][C:23]([CH2:15][O:14][C:3]2[CH:4]=[C:5]([NH:8][C:9]3[S:10][CH:11]=[CH:12][N:13]=3)[CH:6]=[CH:7][C:2]=2[CH3:1])=[CH:22]1.